Dataset: Catalyst prediction with 721,799 reactions and 888 catalyst types from USPTO. Task: Predict which catalyst facilitates the given reaction. Reactant: [O:1]=[C:2]1[N:6]([C:7]2[CH:15]=[CH:14][C:10]([C:11]([OH:13])=[O:12])=[CH:9][CH:8]=2)[CH2:5][C:4]2([CH2:20][CH2:19][NH:18][CH2:17][CH2:16]2)[O:3]1.[Cl:21][C:22]1[CH:27]=[C:26]([CH:28]=O)[CH:25]=[C:24]([Cl:30])[C:23]=1[C:31]1[CH:36]=[CH:35][C:34]([F:37])=[CH:33][C:32]=1[F:38].C(O)(=O)C.C([BH3-])#N. Product: [ClH:21].[Cl:21][C:22]1[C:23]([C:31]2[CH:36]=[CH:35][C:34]([F:37])=[CH:33][C:32]=2[F:38])=[C:24]([Cl:30])[CH:25]=[C:26]([CH2:28][N:18]2[CH2:17][CH2:16][C:4]3([O:3][C:2](=[O:1])[N:6]([C:7]4[CH:8]=[CH:9][C:10]([C:11]([OH:13])=[O:12])=[CH:14][CH:15]=4)[CH2:5]3)[CH2:20][CH2:19]2)[CH:27]=1. The catalyst class is: 3.